Task: Regression/Classification. Given a drug SMILES string, predict its absorption, distribution, metabolism, or excretion properties. Task type varies by dataset: regression for continuous measurements (e.g., permeability, clearance, half-life) or binary classification for categorical outcomes (e.g., BBB penetration, CYP inhibition). For this dataset (solubility_aqsoldb), we predict Y.. Dataset: Aqueous solubility values for 9,982 compounds from the AqSolDB database (1) The drug is CCCCC(=O)NCCNC(=O)CCCC. The Y is -1.81 log mol/L. (2) The drug is COP(C)(=O)OC. The Y is -0.0937 log mol/L. (3) The molecule is CC(=O)N(C)c1ccc(S(=O)(=O)N(C)C)cc1. The Y is -2.30 log mol/L.